The task is: Predict the product of the given reaction.. This data is from Forward reaction prediction with 1.9M reactions from USPTO patents (1976-2016). (1) Given the reactants [CH3:1][C:2]1[O:8][C:5]([CH:6]=[O:7])=[CH:4][CH:3]=1.[Br:9]N1C(=O)CCC1=O.[CH2:17]([OH:20])[CH:18]=[CH2:19], predict the reaction product. The product is: [Br:9][CH2:1][C:2]1[O:8][C:5]([C:6]([O:20][CH2:17][CH:18]=[CH2:19])=[O:7])=[CH:4][CH:3]=1. (2) The product is: [Br:31][C:24]1[C:25]2[C:30]([C:17]([C:14]3[CH:15]=[CH:16][C:11]([C:2]4[CH:3]=[CH:4][C:5]5[C:10](=[CH:9][CH:8]=[CH:7][CH:6]=5)[CH:1]=4)=[CH:12][CH:13]=3)=[C:18]3[C:23]=1[CH:22]=[CH:21][CH:20]=[CH:19]3)=[CH:29][CH:28]=[CH:27][CH:26]=2. Given the reactants [CH:1]1[C:10]2[C:5](=[CH:6][CH:7]=[CH:8][CH:9]=2)[CH:4]=[CH:3][C:2]=1[C:11]1[CH:16]=[CH:15][C:14]([C:17]2[C:18]3[C:23]([CH:24]=[C:25]4[C:30]=2[CH:29]=[CH:28][CH:27]=[CH:26]4)=[CH:22][CH:21]=[CH:20][CH:19]=3)=[CH:13][CH:12]=1.[Br:31]N1C(=O)CCC1=O.O, predict the reaction product. (3) Given the reactants Cl.Cl.[NH2:3][CH:4]([C:16]1[CH:21]=[CH:20][C:19]([CH3:22])=[CH:18][CH:17]=1)[C:5]([O:7][C@@H:8]1[CH:13]2[CH2:14][CH2:15][N:10]([CH2:11][CH2:12]2)[CH2:9]1)=[O:6].C(N(CC)CC)C.[C:30](Cl)(=[O:37])[C:31]1[CH:36]=[CH:35][CH:34]=[CH:33][CH:32]=1, predict the reaction product. The product is: [C:30]([NH:3][CH:4]([C:16]1[CH:17]=[CH:18][C:19]([CH3:22])=[CH:20][CH:21]=1)[C:5]([O:7][C@@H:8]1[CH:13]2[CH2:12][CH2:11][N:10]([CH2:15][CH2:14]2)[CH2:9]1)=[O:6])(=[O:37])[C:31]1[CH:36]=[CH:35][CH:34]=[CH:33][CH:32]=1. (4) Given the reactants [Br:1][C:2]1[CH:7]=[CH:6][C:5]([SH:8])=[CH:4][CH:3]=1.Br[CH2:10][CH3:11].C(N(CC)CC)C, predict the reaction product. The product is: [Br:1][C:2]1[CH:7]=[CH:6][C:5]([S:8][CH2:10][CH3:11])=[CH:4][CH:3]=1.